Dataset: Forward reaction prediction with 1.9M reactions from USPTO patents (1976-2016). Task: Predict the product of the given reaction. (1) Given the reactants [I:1][C:2]1[CH:7]=[CH:6][C:5]([OH:8])=[C:4]([CH3:9])[CH:3]=1.C(=O)([O-])[O-].[K+].[K+].Br[CH2:17][C:18]([O:20][CH2:21][CH3:22])=[O:19], predict the reaction product. The product is: [I:1][C:2]1[CH:7]=[CH:6][C:5]([O:8][CH2:17][C:18]([O:20][CH2:21][CH3:22])=[O:19])=[C:4]([CH3:9])[CH:3]=1. (2) The product is: [Br:1][C:2]1[CH:7]=[C:6]([CH3:8])[C:5]([N:9]2[C:13]3[N:14]=[C:15]([CH3:19])[N:16]=[C:17]([N:23]4[CH2:28][CH2:27][CH:26]([CH2:29][CH2:30][C:31]#[N:32])[CH2:25][CH2:24]4)[C:12]=3[C:11]([CH3:20])=[C:10]2[CH3:21])=[C:4]([CH3:22])[CH:3]=1. Given the reactants [Br:1][C:2]1[CH:7]=[C:6]([CH3:8])[C:5]([N:9]2[C:13]3[N:14]=[C:15]([CH3:19])[N:16]=[C:17](Cl)[C:12]=3[C:11]([CH3:20])=[C:10]2[CH3:21])=[C:4]([CH3:22])[CH:3]=1.[NH:23]1[CH2:28][CH2:27][CH:26]([CH2:29][CH2:30][C:31]#[N:32])[CH2:25][CH2:24]1.C(N(CC)C(C)C)(C)C, predict the reaction product. (3) Given the reactants [CH3:1][S:2]([C:5]1[CH:10]=[CH:9][C:8]([C:11]2[C:15]3[N:16]=[CH:17][N:18]=[C:19]([NH:20][CH:21]4[CH2:26][CH2:25][N:24]([C:27]([O:29][C:30]([CH3:33])([CH3:32])[CH3:31])=[O:28])[CH2:23][CH2:22]4)[C:14]=3[S:13][CH:12]=2)=[CH:7][CH:6]=1)(=[O:4])=[O:3].[H-].[Na+].I[CH3:37].Cl, predict the reaction product. The product is: [CH3:37][N:20]([C:19]1[C:14]2[S:13][CH:12]=[C:11]([C:8]3[CH:7]=[CH:6][C:5]([S:2]([CH3:1])(=[O:4])=[O:3])=[CH:10][CH:9]=3)[C:15]=2[N:16]=[CH:17][N:18]=1)[CH:21]1[CH2:22][CH2:23][N:24]([C:27]([O:29][C:30]([CH3:33])([CH3:32])[CH3:31])=[O:28])[CH2:25][CH2:26]1. (4) Given the reactants [CH:1]([C:3]1[CH:25]=[CH:24][C:6]([O:7][CH2:8][CH2:9][CH2:10][O:11][N:12]=[CH:13][C:14]2[CH:19]=[CH:18][C:17]([C:20]([CH3:23])([CH3:22])[CH3:21])=[CH:16][CH:15]=2)=[CH:5][CH:4]=1)=[O:2].[BH4-].[Na+], predict the reaction product. The product is: [OH:2][CH2:1][C:3]1[CH:4]=[CH:5][C:6]([O:7][CH2:8][CH2:9][CH2:10][O:11][N:12]=[CH:13][C:14]2[CH:15]=[CH:16][C:17]([C:20]([CH3:21])([CH3:23])[CH3:22])=[CH:18][CH:19]=2)=[CH:24][CH:25]=1. (5) Given the reactants [NH:1]1[CH2:6][CH2:5][CH2:4][C:3]2([C:14]3[C:9](=[CH:10][CH:11]=[CH:12][CH:13]=3)[NH:8][C:7]2=[O:15])[CH2:2]1.[CH:16](=O)[CH2:17][CH2:18][CH3:19], predict the reaction product. The product is: [CH2:16]([N:1]1[CH2:6][CH2:5][CH2:4][C:3]2([C:14]3[C:9](=[CH:10][CH:11]=[CH:12][CH:13]=3)[NH:8][C:7]2=[O:15])[CH2:2]1)[CH2:17][CH2:18][CH3:19]. (6) Given the reactants [CH2:1]([N:8]1[CH2:13][CH2:12][CH:11]([CH2:14][NH:15][C:16]2[CH:21]=[C:20]([N:22]([CH2:31][O:32][CH2:33][CH2:34][Si:35]([CH3:38])([CH3:37])[CH3:36])[CH2:23][O:24][CH2:25][CH2:26][Si:27]([CH3:30])([CH3:29])[CH3:28])[N:19]3[N:39]=[CH:40][C:41]([C:42]4[CH:43]=[N:44][C:45]5[C:50]([CH:51]=4)=[CH:49][C:48]([F:52])=[CH:47][CH:46]=5)=[C:18]3[N:17]=2)[CH2:10][CH2:9]1)[C:2]1[CH:7]=[CH:6][CH:5]=[CH:4][CH:3]=1.[CH3:53][C:54]([O:57][C:58](O[C:58]([O:57][C:54]([CH3:56])([CH3:55])[CH3:53])=[O:59])=[O:59])([CH3:56])[CH3:55].C(N(CC)CC)C, predict the reaction product. The product is: [CH2:1]([N:8]1[CH2:9][CH2:10][CH:11]([CH2:14][N:15]([C:16]2[CH:21]=[C:20]([N:22]([CH2:31][O:32][CH2:33][CH2:34][Si:35]([CH3:38])([CH3:37])[CH3:36])[CH2:23][O:24][CH2:25][CH2:26][Si:27]([CH3:30])([CH3:28])[CH3:29])[N:19]3[N:39]=[CH:40][C:41]([C:42]4[CH:43]=[N:44][C:45]5[C:50]([CH:51]=4)=[CH:49][C:48]([F:52])=[CH:47][CH:46]=5)=[C:18]3[N:17]=2)[C:58](=[O:59])[O:57][C:54]([CH3:56])([CH3:55])[CH3:53])[CH2:12][CH2:13]1)[C:2]1[CH:3]=[CH:4][CH:5]=[CH:6][CH:7]=1. (7) Given the reactants [CH2:1]([O:17][CH2:18][C@H:19]([CH2:21][O:22][C:23]([C:36]1[CH:41]=[CH:40][CH:39]=[CH:38][CH:37]=1)([C:30]1[CH:35]=[CH:34][CH:33]=[CH:32][CH:31]=1)[C:24]1[CH:29]=[CH:28][CH:27]=[CH:26][CH:25]=1)[OH:20])[CH2:2][CH2:3][CH2:4][CH2:5][CH2:6][CH2:7][CH2:8][CH2:9][CH2:10][CH2:11][CH2:12][CH2:13][CH2:14][CH2:15][CH3:16].[OH-].[K+].O, predict the reaction product. The product is: [CH2:1]([O:17][CH2:18][C@H:19]([CH2:21][O:22][C:23]([C:36]1[CH:37]=[CH:38][CH:39]=[CH:40][CH:41]=1)([C:30]1[CH:31]=[CH:32][CH:33]=[CH:34][CH:35]=1)[C:24]1[CH:29]=[CH:28][CH:27]=[CH:26][CH:25]=1)[O:20][CH2:1][CH2:2][CH:3]=[CH:4][CH2:5][CH3:6])[CH2:2][CH2:3][CH2:4][CH2:5][CH2:6][CH2:7][CH2:8][CH2:9][CH2:10][CH2:11][CH2:12][CH2:13][CH2:14][CH2:15][CH3:16].